From a dataset of Catalyst prediction with 721,799 reactions and 888 catalyst types from USPTO. Predict which catalyst facilitates the given reaction. (1) Reactant: C[O:2][C:3](=[O:32])[C:4]1[CH:9]=[CH:8][C:7]([C:10]#[C:11][CH:12]([C:18]2[CH:27]=[CH:26][C:25]3[C:24]([CH3:29])([CH3:28])[CH2:23][CH2:22][C:21]([CH3:31])([CH3:30])[C:20]=3[CH:19]=2)[CH2:13][CH2:14][CH2:15][CH2:16][CH3:17])=[CH:6][CH:5]=1.[OH-].[K+].C1COCC1.Cl. Product: [CH3:28][C:24]1([CH3:29])[CH2:23][CH2:22][C:21]([CH3:30])([CH3:31])[C:20]2[CH:19]=[C:18]([CH:12]([CH2:13][CH2:14][CH2:15][CH2:16][CH3:17])[C:11]#[C:10][C:7]3[CH:8]=[CH:9][C:4]([C:3]([OH:32])=[O:2])=[CH:5][CH:6]=3)[CH:27]=[CH:26][C:25]1=2. The catalyst class is: 40. (2) Reactant: [Cu][C:2]#[N:3].Cl[C:5]1[CH:6]=[C:7]2[C:23]([CH3:24])=[C:22]([CH3:25])[NH:21][C:8]2=[C:9]([N:11]2[CH2:20][CH2:19][C:18]3[C:13](=[CH:14][CH:15]=[CH:16][CH:17]=3)[CH2:12]2)[N:10]=1.C(OCC)(=O)C. Product: [CH2:12]1[C:13]2[C:18](=[CH:17][CH:16]=[CH:15][CH:14]=2)[CH2:19][CH2:20][N:11]1[C:9]1[N:10]=[C:5]([C:2]#[N:3])[CH:6]=[C:7]2[C:23]([CH3:24])=[C:22]([CH3:25])[NH:21][C:8]=12. The catalyst class is: 9.